This data is from NCI-60 drug combinations with 297,098 pairs across 59 cell lines. The task is: Regression. Given two drug SMILES strings and cell line genomic features, predict the synergy score measuring deviation from expected non-interaction effect. Drug 1: CN1C(=O)N2C=NC(=C2N=N1)C(=O)N. Drug 2: CC1CCC2CC(C(=CC=CC=CC(CC(C(=O)C(C(C(=CC(C(=O)CC(OC(=O)C3CCCCN3C(=O)C(=O)C1(O2)O)C(C)CC4CCC(C(C4)OC)OCCO)C)C)O)OC)C)C)C)OC. Cell line: HT29. Synergy scores: CSS=-0.579, Synergy_ZIP=-0.300, Synergy_Bliss=-2.26, Synergy_Loewe=-6.32, Synergy_HSA=-6.09.